This data is from Catalyst prediction with 721,799 reactions and 888 catalyst types from USPTO. The task is: Predict which catalyst facilitates the given reaction. (1) The catalyst class is: 106. Product: [CH3:1][CH2:2][O:3][C:4]1[N:12]([CH2:13][C:14]2[CH:19]=[CH:18][C:17]([C:20]3[CH:21]=[CH:22][CH:23]=[CH:24][C:25]=3[C:26]3[N:27]=[N:28][NH:29][N:30]=3)=[CH:16][CH:15]=2)[C:11]2[C:10]([C:50]([O:52][CH:53]([O:55][C:56]([O:58][CH:59]3[CH2:60][CH2:61][CH2:62][CH2:63][CH2:64]3)=[O:57])[CH3:54])=[O:51])=[CH:9][CH:8]=[CH:7][C:6]=2[N:5]=1. Reactant: [CH3:1][CH2:2][O:3][C:4]1[N:12]([CH2:13][C:14]2[CH:19]=[CH:18][C:17]([C:20]3[C:25]([C:26]4[N:30](C(C5C=CC=CC=5)(C5C=CC=CC=5)C5C=CC=CC=5)[N:29]=[N:28][N:27]=4)=[CH:24][CH:23]=[CH:22][CH:21]=3)=[CH:16][CH:15]=2)[C:11]2[C:6](=[CH:7][CH:8]=[CH:9][C:10]=2[C:50]([O:52][CH:53]([O:55][C:56]([O:58][CH:59]2[CH2:64][CH2:63][CH2:62][CH2:61][CH2:60]2)=[O:57])[CH3:54])=[O:51])[N:5]=1.O.CO.C1(C)C=CC=CC=1. (2) Reactant: [CH:1]1([CH2:7][NH:8][C:9]([NH:11][NH:12][C:13](=O)[CH2:14][CH:15]([N:17]2[CH2:22][CH2:21][N:20]([C:23]3[CH:28]=[CH:27][CH:26]=[CH:25][C:24]=3[O:29][CH3:30])[CH2:19][CH2:18]2)[CH3:16])=[O:10])[CH2:6][CH2:5][CH2:4][CH2:3][CH2:2]1.Cl. Product: [CH:1]1([CH2:7][N:8]2[C:13]([CH2:14][CH:15]([N:17]3[CH2:22][CH2:21][N:20]([C:23]4[CH:28]=[CH:27][CH:26]=[CH:25][C:24]=4[O:29][CH3:30])[CH2:19][CH2:18]3)[CH3:16])=[N:12][NH:11][C:9]2=[O:10])[CH2:6][CH2:5][CH2:4][CH2:3][CH2:2]1. The catalyst class is: 74. (3) Reactant: [Cl:1][C:2]1[C:16]([N+:17]([O-:19])=[O:18])=[CH:15][CH:14]=[CH:13][C:3]=1[CH2:4][N:5]1[CH2:10][C@H:9]([CH3:11])[NH:8][C@H:7]([CH3:12])[CH2:6]1.CCN(CC)CC.[CH:27]1([C:32](Cl)=[O:33])[CH2:31][CH2:30][CH2:29][CH2:28]1. Product: [Cl:1][C:2]1[C:16]([N+:17]([O-:19])=[O:18])=[CH:15][CH:14]=[CH:13][C:3]=1[CH2:4][N:5]1[CH2:6][C@H:7]([CH3:12])[N:8]([C:32]([CH:27]2[CH2:31][CH2:30][CH2:29][CH2:28]2)=[O:33])[C@H:9]([CH3:11])[CH2:10]1. The catalyst class is: 2. (4) Reactant: [CH:1]1[CH:6]=[C:5]([CH:7]([CH:10]=O)[CH:8]=O)[N:4]=[CH:3][CH:2]=1.Cl.[Br:13][C:14]1[CH:15]=[C:16]([NH:20][NH2:21])[CH:17]=[CH:18][CH:19]=1. Product: [Br:13][C:14]1[CH:15]=[C:16]([N:20]2[CH:10]=[C:7]([C:5]3[CH:6]=[CH:1][CH:2]=[CH:3][N:4]=3)[CH:8]=[N:21]2)[CH:17]=[CH:18][CH:19]=1. The catalyst class is: 8. (5) Reactant: [Mg+2].[Cl-].[Cl-].[C:4]([O:12][CH2:13]C)(=[O:11])[CH2:5][C:6]([O:8][CH2:9]C)=[O:7].C(N(CC)CC)C.[CH3:22][O:23][C:24]1[CH:25]=[C:26]([CH:30]=[CH:31][C:32]=1[O:33][CH3:34])[C:27](Cl)=[O:28].Cl. Product: [CH3:22][O:23][C:24]1[CH:25]=[C:26]([CH:30]=[CH:31][C:32]=1[O:33][CH3:34])[C:27]([CH:5]([C:4]([O:12][CH3:13])=[O:11])[C:6]([O:8][CH3:9])=[O:7])=[O:28]. The catalyst class is: 10. (6) Reactant: [CH3:1][C:2]([O:5][C:6]([NH:8][C@H:9]([C:14]([OH:16])=O)[CH2:10][O:11][CH2:12][CH3:13])=[O:7])([CH3:4])[CH3:3].[NH:17]1[CH2:22][CH2:21][O:20][CH2:19][CH2:18]1.CCN(C(C)C)C(C)C.CN(C(ON1N=NC2C=CC=CC1=2)=[N+](C)C)C.[B-](F)(F)(F)F. Product: [CH2:12]([O:11][CH2:10][C@H:9]([NH:8][C:6](=[O:7])[O:5][C:2]([CH3:1])([CH3:3])[CH3:4])[C:14]([N:17]1[CH2:22][CH2:21][O:20][CH2:19][CH2:18]1)=[O:16])[CH3:13]. The catalyst class is: 2. (7) Reactant: [Cl:1][C:2]1[CH:7]=[CH:6][CH:5]=[CH:4][C:3]=1[S:8](Cl)(=[O:10])=[O:9].Cl.Cl.NCCCC[CH:19]1[CH:29]2[C:30]3[C:25]([CH2:26][CH2:27][NH:28]2)=[CH:24][C:23]([O:31][CH3:32])=[C:22]([O:33][CH3:34])[C:21]=3[C:20]1=[O:35]. Product: [ClH:1].[Cl:1][C:2]1[CH:7]=[CH:6][CH:5]=[CH:4][C:3]=1[S:8]([NH:28][CH2:27][CH2:26][CH2:25][CH2:24][N:28]1[CH2:27][CH2:26][C:25]2[C:30]3[CH:29]1[CH2:19][C:20](=[O:35])[C:21]=3[C:22]([O:33][CH3:34])=[C:23]([O:31][CH3:32])[CH:24]=2)(=[O:10])=[O:9]. The catalyst class is: 2.